Predict the reactants needed to synthesize the given product. From a dataset of Full USPTO retrosynthesis dataset with 1.9M reactions from patents (1976-2016). (1) The reactants are: [C:1]([O:5][C:6]([N:8]1[CH2:13][CH2:12][CH:11]([CH2:14][NH:15][S:16]([C:19]2[C:24]([Cl:25])=[CH:23][CH:22]=[C:21]([N+:26]([O-])=O)[C:20]=2[OH:29])(=[O:18])=[O:17])[CH2:10][CH2:9]1)=[O:7])([CH3:4])([CH3:3])[CH3:2].[H][H]. Given the product [C:1]([O:5][C:6]([N:8]1[CH2:13][CH2:12][CH:11]([CH2:14][NH:15][S:16]([C:19]2[C:24]([Cl:25])=[CH:23][CH:22]=[C:21]([NH2:26])[C:20]=2[OH:29])(=[O:17])=[O:18])[CH2:10][CH2:9]1)=[O:7])([CH3:4])([CH3:2])[CH3:3], predict the reactants needed to synthesize it. (2) Given the product [CH:2]1([C:1]([O:9][CH3:10])=[O:8])[CH:3]([C:4]([O:6][CH3:7])=[O:5])[CH:2]([C:1]([O:9][CH3:10])=[O:8])[CH:3]1[C:4]([O:6][CH3:7])=[O:5], predict the reactants needed to synthesize it. The reactants are: [C:1]([O:9][CH3:10])(=[O:8])/[CH:2]=[CH:3]/[C:4]([O:6][CH3:7])=[O:5].